The task is: Predict which catalyst facilitates the given reaction.. This data is from Catalyst prediction with 721,799 reactions and 888 catalyst types from USPTO. Reactant: [F:1][C:2]1[CH:7]=[C:6]([O:8][CH3:9])[CH:5]=[C:4]([F:10])[C:3]=1[N:11]1[C:15]([N:16]2[CH2:21][CH2:20][CH:19]([CH3:22])[CH2:18][CH2:17]2)=[C:14]([CH3:23])[N:13]=[CH:12]1.[Cl:24]N1C(=O)CCC1=O. Product: [Cl:24][C:12]1[N:11]([C:3]2[C:2]([F:1])=[CH:7][C:6]([O:8][CH3:9])=[CH:5][C:4]=2[F:10])[C:15]([N:16]2[CH2:21][CH2:20][CH:19]([CH3:22])[CH2:18][CH2:17]2)=[C:14]([CH3:23])[N:13]=1. The catalyst class is: 22.